Dataset: Forward reaction prediction with 1.9M reactions from USPTO patents (1976-2016). Task: Predict the product of the given reaction. Given the reactants [Br:1][C:2]1[CH:7]=[CH:6][N:5]=[C:4]2[N:8]([S:11]([C:14]3[CH:19]=[CH:18][CH:17]=[CH:16][CH:15]=3)(=[O:13])=[O:12])[CH:9]=[CH:10][C:3]=12.C([N-]C(C)C)(C)C.[Li+].[I:28]I, predict the reaction product. The product is: [Br:1][C:2]1[CH:7]=[CH:6][N:5]=[C:4]2[N:8]([S:11]([C:14]3[CH:19]=[CH:18][CH:17]=[CH:16][CH:15]=3)(=[O:13])=[O:12])[C:9]([I:28])=[CH:10][C:3]=12.